Dataset: hERG potassium channel inhibition data for cardiac toxicity prediction from Karim et al.. Task: Regression/Classification. Given a drug SMILES string, predict its toxicity properties. Task type varies by dataset: regression for continuous values (e.g., LD50, hERG inhibition percentage) or binary classification for toxic/non-toxic outcomes (e.g., AMES mutagenicity, cardiotoxicity, hepatotoxicity). Dataset: herg_karim. (1) The result is 1 (blocker). The drug is COc1cccc(-c2nnc(CCCCN3CC4C[C@]4(c4ccc(C(F)(F)F)cc4)C3)n2C)c1. (2) The drug is OCC1C[C@]2(c3ccccc3)NC1CC[C@@H]2NCc1cc(OC(F)(F)F)ccc1OC1CC1. The result is 1 (blocker). (3) The drug is C[C@@H]1NC(c2cccc(S(C)(=O)=O)c2)=N[C@@]1(c1ccc(F)cc1)c1ccc(F)nc1. The result is 0 (non-blocker). (4) The compound is COc1cc(-c2cn(CC(=O)N(CC(F)(F)F)c3ccc4ccccc4c3)nn2)ccc1-n1cnc(C)c1. The result is 1 (blocker). (5) The molecule is COc1cc(C)c(/C=C\C(C)=C\C=C/C(C)=C/C(=O)[O-])c(C)c1C. The result is 0 (non-blocker). (6) The drug is COC(=O)[C@@H]1C[C@@H]1COc1ccc2ncc(F)c(CCC34CCC(NCc5ccc6c(n5)NC(=O)CO6)(CC3)CO4)c2n1. The result is 1 (blocker).